Task: Predict the product of the given reaction.. Dataset: Forward reaction prediction with 1.9M reactions from USPTO patents (1976-2016) (1) Given the reactants [C:1]([O:5][C@@H:6]([C:12]1[C:21]([CH3:22])=[CH:20][C:19]2[C:14](=[CH:15][C:16]([C:23]#[C:24][C:25]([C:28]3[CH:33]=[CH:32][C:31]([F:34])=[CH:30][CH:29]=3)([OH:27])[CH3:26])=[CH:17][CH:18]=2)[C:13]=1[C:35]1[CH:40]=[CH:39][C:38]([Cl:41])=[CH:37][CH:36]=1)[C:7]([O:9]CC)=[O:8])([CH3:4])([CH3:3])[CH3:2].[OH-].[Na+], predict the reaction product. The product is: [C:1]([O:5][C@@H:6]([C:12]1[C:21]([CH3:22])=[CH:20][C:19]2[C:14](=[CH:15][C:16]([C:23]#[C:24][C:25]([C:28]3[CH:29]=[CH:30][C:31]([F:34])=[CH:32][CH:33]=3)([OH:27])[CH3:26])=[CH:17][CH:18]=2)[C:13]=1[C:35]1[CH:40]=[CH:39][C:38]([Cl:41])=[CH:37][CH:36]=1)[C:7]([OH:9])=[O:8])([CH3:2])([CH3:3])[CH3:4]. (2) Given the reactants [CH:1]1([CH2:4][NH:5][CH2:6][C:7]2[NH:8][C:9](=[O:17])[C:10]3[CH2:16][O:15][CH2:14][CH2:13][C:11]=3[N:12]=2)[CH2:3][CH2:2]1.[CH2:18]([O:25][C:26]1[CH:43]=[CH:42][C:29]([C:30]([CH:32]2[CH2:37][CH2:36][N:35]([CH2:38][C:39](O)=[O:40])[CH2:34][CH2:33]2)=[O:31])=[CH:28][CH:27]=1)[C:19]1C=[CH:23][CH:22]=[CH:21][CH:20]=1, predict the reaction product. The product is: [CH:1]1([CH2:4][N:5]([CH2:6][C:7]2[NH:8][C:9](=[O:17])[C:10]3[CH2:16][O:15][CH2:14][CH2:13][C:11]=3[N:12]=2)[C:39](=[O:40])[CH2:38][N:35]2[CH2:34][CH2:33][CH:32]([C:30](=[O:31])[C:29]3[CH:28]=[CH:27][C:26]([O:25][C:18]4[CH:23]=[CH:22][CH:21]=[CH:20][CH:19]=4)=[CH:43][CH:42]=3)[CH2:37][CH2:36]2)[CH2:3][CH2:2]1. (3) Given the reactants C(Cl)(=O)C(Cl)=O.CS(C)=O.[CH2:11]([O:13][C:14]1[CH:15]=[CH:16][C:17]([F:30])=[C:18]([C:20]2[CH:25]=[C:24]([CH3:26])[N:23]=[C:22]([CH2:27][OH:28])[C:21]=2[CH3:29])[CH:19]=1)[CH3:12].C(N(CC)CC)C, predict the reaction product. The product is: [CH2:11]([O:13][C:14]1[CH:15]=[CH:16][C:17]([F:30])=[C:18]([C:20]2[CH:25]=[C:24]([CH3:26])[N:23]=[C:22]([CH:27]=[O:28])[C:21]=2[CH3:29])[CH:19]=1)[CH3:12]. (4) Given the reactants [Si:1]([O:8][CH2:9][C@H:10]1[NH:15][CH2:14][C@H:13]([NH:16][O:17][CH2:18][CH:19]=[CH2:20])[CH:12]=[C:11]1[CH3:21])([C:4]([CH3:7])([CH3:6])[CH3:5])([CH3:3])[CH3:2].C(N(CC)C(C)C)(C)C.[C:31](OC(Cl)(Cl)Cl)(OC(Cl)(Cl)Cl)=[O:32], predict the reaction product. The product is: [Si:1]([O:8][CH2:9][C@@H:10]1[C:11]([CH3:21])=[CH:12][C@@H:13]2[CH2:14][N:15]1[C:31](=[O:32])[N:16]2[O:17][CH2:18][CH:19]=[CH2:20])([C:4]([CH3:7])([CH3:6])[CH3:5])([CH3:2])[CH3:3]. (5) Given the reactants [CH:1]1([N:6]2[CH2:12][C:11]([F:14])([F:13])[C:10](=[O:15])[NH:9][C:8]3[CH:16]=[N:17][C:18]([NH:20][C:21]4[CH:29]=[CH:28][C:24]([C:25]([OH:27])=O)=[CH:23][CH:22]=4)=[N:19][C:7]2=3)[CH2:5][CH2:4][CH2:3][CH2:2]1.F[P-](F)(F)(F)(F)F.[CH3:37][N:38](C(N(C)C)=[N+]1C2C(=NC=CC=2)[N+]([O-])=N1)C.C(N(C(C)C)CC)(C)C.CN, predict the reaction product. The product is: [CH:1]1([N:6]2[CH2:12][C:11]([F:13])([F:14])[C:10](=[O:15])[NH:9][C:8]3[CH:16]=[N:17][C:18]([NH:20][C:21]4[CH:22]=[CH:23][C:24]([C:25]([NH:38][CH3:37])=[O:27])=[CH:28][CH:29]=4)=[N:19][C:7]2=3)[CH2:5][CH2:4][CH2:3][CH2:2]1. (6) Given the reactants [Cl:1][C:2]1[CH:22]=[CH:21][C:5]([C:6]([NH:8][C:9]2[CH:18]=[C:17]3[C:12]([CH2:13][CH2:14][C:15](=[O:20])[N:16]3[CH3:19])=[CH:11][CH:10]=2)=[O:7])=[C:4]([NH:23][CH2:24][CH2:25][OH:26])[CH:3]=1.C(N(C(C)C)CC)(C)C.[CH3:36][S:37](Cl)(=[O:39])=[O:38], predict the reaction product. The product is: [CH3:36][S:37]([O:26][CH2:25][CH2:24][NH:23][C:4]1[CH:3]=[C:2]([Cl:1])[CH:22]=[CH:21][C:5]=1[C:6](=[O:7])[NH:8][C:9]1[CH:18]=[C:17]2[C:12]([CH2:13][CH2:14][C:15](=[O:20])[N:16]2[CH3:19])=[CH:11][CH:10]=1)(=[O:39])=[O:38].